From a dataset of NCI-60 drug combinations with 297,098 pairs across 59 cell lines. Regression. Given two drug SMILES strings and cell line genomic features, predict the synergy score measuring deviation from expected non-interaction effect. (1) Drug 1: CC1=C(C=C(C=C1)NC(=O)C2=CC=C(C=C2)CN3CCN(CC3)C)NC4=NC=CC(=N4)C5=CN=CC=C5. Drug 2: C1=CC=C(C=C1)NC(=O)CCCCCCC(=O)NO. Cell line: OVCAR-8. Synergy scores: CSS=28.4, Synergy_ZIP=-4.13, Synergy_Bliss=-0.999, Synergy_Loewe=-41.2, Synergy_HSA=-5.96. (2) Drug 1: CN1CCC(CC1)COC2=C(C=C3C(=C2)N=CN=C3NC4=C(C=C(C=C4)Br)F)OC. Drug 2: C1=CC=C(C(=C1)C(C2=CC=C(C=C2)Cl)C(Cl)Cl)Cl. Cell line: MDA-MB-231. Synergy scores: CSS=4.87, Synergy_ZIP=-3.56, Synergy_Bliss=-4.22, Synergy_Loewe=-9.13, Synergy_HSA=-3.53. (3) Drug 1: CC1=C(C(=CC=C1)Cl)NC(=O)C2=CN=C(S2)NC3=CC(=NC(=N3)C)N4CCN(CC4)CCO. Drug 2: C1=NNC2=C1C(=O)NC=N2. Cell line: NCI-H522. Synergy scores: CSS=24.8, Synergy_ZIP=-5.22, Synergy_Bliss=-1.89, Synergy_Loewe=-43.5, Synergy_HSA=-2.85. (4) Drug 1: CC1C(C(CC(O1)OC2CC(CC3=C2C(=C4C(=C3O)C(=O)C5=C(C4=O)C(=CC=C5)OC)O)(C(=O)C)O)N)O.Cl. Drug 2: CC1CCC2CC(C(=CC=CC=CC(CC(C(=O)C(C(C(=CC(C(=O)CC(OC(=O)C3CCCCN3C(=O)C(=O)C1(O2)O)C(C)CC4CCC(C(C4)OC)OCCO)C)C)O)OC)C)C)C)OC. Cell line: HS 578T. Synergy scores: CSS=26.7, Synergy_ZIP=-1.19, Synergy_Bliss=0.664, Synergy_Loewe=3.80, Synergy_HSA=4.30. (5) Synergy scores: CSS=8.39, Synergy_ZIP=-3.20, Synergy_Bliss=-2.62, Synergy_Loewe=-3.65, Synergy_HSA=-3.03. Drug 2: CS(=O)(=O)OCCCCOS(=O)(=O)C. Cell line: HOP-92. Drug 1: C1CCC(C1)C(CC#N)N2C=C(C=N2)C3=C4C=CNC4=NC=N3.